Dataset: Full USPTO retrosynthesis dataset with 1.9M reactions from patents (1976-2016). Task: Predict the reactants needed to synthesize the given product. Given the product [Cl:14][C:4]1[CH:5]=[C:6]([O:8][CH2:9][CH:10]=[C:11]([Cl:12])[Cl:13])[CH:7]=[C:2]([Cl:1])[C:3]=1[O:15][CH2:16][C:17](=[CH2:18])[CH2:19][O:30][C:27]1[CH:28]=[CH:29][C:24]([C:22](=[O:23])[CH3:21])=[CH:25][CH:26]=1, predict the reactants needed to synthesize it. The reactants are: [Cl:1][C:2]1[CH:7]=[C:6]([O:8][CH2:9][CH:10]=[C:11]([Cl:13])[Cl:12])[CH:5]=[C:4]([Cl:14])[C:3]=1[O:15][CH2:16][C:17]([CH2:19]Cl)=[CH2:18].[CH3:21][C:22]([C:24]1[CH:25]=[CH:26][C:27]([OH:30])=[CH:28][CH:29]=1)=[O:23].C(=O)([O-])[O-].[K+].[K+].[I-].[K+].